From a dataset of Catalyst prediction with 721,799 reactions and 888 catalyst types from USPTO. Predict which catalyst facilitates the given reaction. (1) Reactant: [CH:1]1([CH2:4][N:5]([S:21]([C:24]2[S:25][CH:26]=[CH:27][CH:28]=2)(=[O:23])=[O:22])[C:6]2[CH:7]=[CH:8][CH:9]=[C:10]3[C:14]=2[N:13](COC)[C:12]([C:18]([NH2:20])=[O:19])=[CH:11]3)[CH2:3][CH2:2]1.O.O.C(O)(=O)C(O)=O.CO. Product: [CH:1]1([CH2:4][N:5]([S:21]([C:24]2[S:25][CH:26]=[CH:27][CH:28]=2)(=[O:22])=[O:23])[C:6]2[CH:7]=[CH:8][CH:9]=[C:10]3[C:14]=2[NH:13][C:12]([C:18]([NH2:20])=[O:19])=[CH:11]3)[CH2:3][CH2:2]1. The catalyst class is: 6. (2) Reactant: Cl[C:2]([O:4][CH2:5][CH3:6])=[O:3].[F:7][C:8]([F:43])([F:42])[C:9]1[CH:10]=[C:11]([CH:19]([C:36]2[N:37]=[N:38][N:39]([CH3:41])[N:40]=2)[N:20]2[C:29]3[C:24](=[CH:25][CH:26]=[C:27]([C:30]([F:33])([F:32])[F:31])[CH:28]=3)[NH:23][C@@H:22]([CH2:34][CH3:35])[CH2:21]2)[CH:12]=[C:13]([C:15]([F:18])([F:17])[F:16])[CH:14]=1.N1C=CC=CC=1. Product: [F:18][C:15]([F:16])([F:17])[C:13]1[CH:12]=[C:11]([CH:19]([C:36]2[N:37]=[N:38][N:39]([CH3:41])[N:40]=2)[N:20]2[C:29]3[C:24](=[CH:25][CH:26]=[C:27]([C:30]([F:32])([F:31])[F:33])[CH:28]=3)[N:23]([C:2]([O:4][CH2:5][CH3:6])=[O:3])[C@@H:22]([CH2:34][CH3:35])[CH2:21]2)[CH:10]=[C:9]([C:8]([F:43])([F:42])[F:7])[CH:14]=1. The catalyst class is: 2. (3) Reactant: [F:1][C:2]1[CH:11]=[CH:10][C:9]([F:12])=[C:8]2[C:3]=1[C:4]([NH:13][CH2:14][CH2:15][C:16]1[CH:21]=[CH:20][C:19]([O:22][C:23]3[CH:28]=[C:27]([C:29]([F:32])([F:31])[F:30])[CH:26]=[CH:25][N:24]=3)=[C:18]([CH:33]=[CH2:34])[CH:17]=1)=[N:5][CH:6]=[N:7]2. Product: [F:1][C:2]1[CH:11]=[CH:10][C:9]([F:12])=[C:8]2[C:3]=1[C:4]([NH:13][CH2:14][CH2:15][C:16]1[CH:21]=[CH:20][C:19]([O:22][C:23]3[CH:28]=[C:27]([C:29]([F:32])([F:30])[F:31])[CH:26]=[CH:25][N:24]=3)=[C:18]([CH2:33][CH3:34])[CH:17]=1)=[N:5][CH:6]=[N:7]2. The catalyst class is: 153. (4) Reactant: [CH3:1][C:2]1[CH:3]=[C:4]([CH:7]=[CH:8][C:9]=1[N+:10]([O-:12])=[O:11])[CH2:5]Br.[P:13]([O:20]CC)([O:17][CH2:18][CH3:19])[O:14][CH2:15][CH3:16]. Product: [CH2:15]([O:14][P:13]([CH2:5][C:4]1[CH:7]=[CH:8][C:9]([N+:10]([O-:12])=[O:11])=[C:2]([CH3:1])[CH:3]=1)(=[O:20])[O:17][CH2:18][CH3:19])[CH3:16]. The catalyst class is: 10. (5) Reactant: Cl.Cl.[NH2:3][CH:4]1[CH:9]2[CH2:10][CH2:11][N:6]([CH2:7][CH2:8]2)[CH2:5]1.[C:12](O)(=[O:23])[CH2:13][CH2:14][CH2:15][CH2:16][CH2:17][CH2:18][CH2:19][CH2:20][CH:21]=[CH2:22].C(N(C(C)C)CC)(C)C. Product: [N:6]12[CH2:11][CH2:10][CH:9]([CH2:8][CH2:7]1)[CH:4]([NH:3][C:12](=[O:23])[CH2:13][CH2:14][CH2:15][CH2:16][CH2:17][CH2:18][CH2:19][CH2:20][CH:21]=[CH2:22])[CH2:5]2. The catalyst class is: 3. (6) Reactant: CCN(C(C)C)C(C)C.C1C=CC2N(O)N=NC=2C=1.CCN=C=NCCCN(C)C.[CH3:31][C:32]1[O:36][N:35]=[C:34]([N:37]2[CH:41]=[C:40]([C:42]([OH:44])=O)[N:39]=[N:38]2)[CH:33]=1.Cl.[NH2:46][CH2:47][C:48]([N:50]1[CH2:55][CH2:54][N:53]([C:56](=[O:68])[C:57]2[CH:62]=[C:61]([F:63])[CH:60]=[CH:59][C:58]=2[C:64]([F:67])([F:66])[F:65])[CH2:52][CH2:51]1)=[O:49].FC1C=CC(C(F)(F)F)=C(C=1)C(O)=O. Product: [F:63][C:61]1[CH:60]=[CH:59][C:58]([C:64]([F:66])([F:65])[F:67])=[C:57]([CH:62]=1)[C:56]([N:53]1[CH2:54][CH2:55][N:50]([C:48](=[O:49])[CH2:47][NH:46][C:42]([C:40]2[N:39]=[N:38][N:37]([C:34]3[CH:33]=[C:32]([CH3:31])[O:36][N:35]=3)[CH:41]=2)=[O:44])[CH2:51][CH2:52]1)=[O:68]. The catalyst class is: 18. (7) Reactant: [CH2:1]([C:3]1[CH:8]=[C:7]([O:9][CH2:10][CH2:11][CH:12]([C:17]2[S:18][C:19]3[CH:25]=[CH:24][C:23]([C:26]([F:29])([F:28])[F:27])=[CH:22][C:20]=3[CH:21]=2)[CH2:13][CH2:14][CH2:15][CH3:16])[CH:6]=[CH:5][C:4]=1[O:30][CH2:31][C:32]([O:34]CC)=[O:33])[CH3:2].[OH-].[Na+]. Product: [CH2:1]([C:3]1[CH:8]=[C:7]([O:9][CH2:10][CH2:11][CH:12]([C:17]2[S:18][C:19]3[CH:25]=[CH:24][C:23]([C:26]([F:27])([F:29])[F:28])=[CH:22][C:20]=3[CH:21]=2)[CH2:13][CH2:14][CH2:15][CH3:16])[CH:6]=[CH:5][C:4]=1[O:30][CH2:31][C:32]([OH:34])=[O:33])[CH3:2]. The catalyst class is: 5. (8) Reactant: [Br:1][C:2]1[CH:3]=[C:4]2[C:9](=[CH:10][CH:11]=1)[N:8]=[CH:7][C:6]([NH2:12])=[C:5]2[NH:13][CH3:14].[CH2:15](OC(OCC)OCC)C. Product: [Br:1][C:2]1[CH:11]=[CH:10][C:9]2[N:8]=[CH:7][C:6]3[N:12]=[CH:14][N:13]([CH3:15])[C:5]=3[C:4]=2[CH:3]=1. The catalyst class is: 5.